This data is from Acute oral toxicity (LD50) regression data from Zhu et al.. The task is: Regression/Classification. Given a drug SMILES string, predict its toxicity properties. Task type varies by dataset: regression for continuous values (e.g., LD50, hERG inhibition percentage) or binary classification for toxic/non-toxic outcomes (e.g., AMES mutagenicity, cardiotoxicity, hepatotoxicity). Dataset: ld50_zhu. (1) The compound is CNc1nc(Cl)nc(NC(C)C)n1. The rat oral LD50 is 2.43, given as -log10 of the dose in mol/kg body weight (higher means more acutely toxic). (2) The compound is O=C(Cc1ccc2c(c1)OCc1ccccc1C2=O)OCC(O)CO. The rat oral LD50 is 3.56, given as -log10 of the dose in mol/kg body weight (higher means more acutely toxic). (3) The drug is O=C(Cl)C(Br)CBr. The rat oral LD50 is 2.32, given as -log10 of the dose in mol/kg body weight (higher means more acutely toxic). (4) The molecule is CCCC(N)(CCC)CCC. The rat oral LD50 is 3.07, given as -log10 of the dose in mol/kg body weight (higher means more acutely toxic). (5) The molecule is C=C1C(=CC=C2CCCC3(C)C2CCC3C(C)CCCC(C)C)CC(O)CC1O. The rat oral LD50 is 3.07, given as -log10 of the dose in mol/kg body weight (higher means more acutely toxic). (6) The molecule is CC(C1CC1)C(O)(Cn1cncn1)c1ccc(Cl)cc1. The rat oral LD50 is 2.46, given as -log10 of the dose in mol/kg body weight (higher means more acutely toxic). (7) The compound is CCOP(=S)(OCC)SCc1nnc(SC(C)C)s1. The rat oral LD50 is 3.11, given as -log10 of the dose in mol/kg body weight (higher means more acutely toxic).